From a dataset of Reaction yield outcomes from USPTO patents with 853,638 reactions. Predict the reaction yield, written as a fraction of the theoretical maximum amount of product (1.0 means a 100% yield; for example, 0.34 means a 34% yield). (1) The reactants are [O:1]1[C:5]2[CH:6]=[CH:7][C:8]([C:10]3([C:13]([NH:15][C:16]4[CH:17]=[C:18]5[C:22](=[CH:23][CH:24]=4)[NH:21][C:20]([C:25]([O:27]CC)=[O:26])=[CH:19]5)=[O:14])[CH2:12][CH2:11]3)=[CH:9][C:4]=2[O:3][CH2:2]1.[Li+].[OH-].Cl. The catalyst is O.O1CCOCC1. The product is [O:1]1[C:5]2[CH:6]=[CH:7][C:8]([C:10]3([C:13]([NH:15][C:16]4[CH:17]=[C:18]5[C:22](=[CH:23][CH:24]=4)[NH:21][C:20]([C:25]([OH:27])=[O:26])=[CH:19]5)=[O:14])[CH2:12][CH2:11]3)=[CH:9][C:4]=2[O:3][CH2:2]1. The yield is 0.830. (2) The reactants are [O-][CH2:2]C.[Na+].C([C:7]1[S:11][C:10]([CH3:12])=[C:9]([CH2:13][NH:14][C:15](=[O:24])[O:16][CH2:17][C:18]2[CH:23]=[CH:22][CH:21]=[CH:20][CH:19]=2)[CH:8]=1)=O.[N:25]([CH2:28][C:29]([O:31][CH2:32][CH3:33])=[O:30])=[N+]=[N-].[Cl-].[NH4+]. The catalyst is C(O)C. The product is [CH2:17]([O:16][C:15]([N:14]([CH3:2])[C:13]1[C:9]2[NH:25][C:28]([C:29]([O:31][CH2:32][CH3:33])=[O:30])=[CH:12][C:10]=2[S:11][C:7]=1[CH3:8])=[O:24])[C:18]1[CH:19]=[CH:20][CH:21]=[CH:22][CH:23]=1. The yield is 0.100. (3) The reactants are [Br:1][C:2]1[CH:3]=[CH:4][C:5]2[O:6][CH2:7][C:8](=[O:28])[N:9]([CH2:12][CH2:13][N:14]3[CH2:19][CH2:18][CH:17]([NH:20]C(=O)OC(C)(C)C)[CH2:16][CH2:15]3)[C:10]=2[N:11]=1.NC1CCN(CCN2C3C(=CC=C(C#N)C=3)C=CC2=O)CC1. No catalyst specified. The product is [NH2:20][CH:17]1[CH2:18][CH2:19][N:14]([CH2:13][CH2:12][N:9]2[C:8](=[O:28])[CH2:7][O:6][C:5]3[CH:4]=[CH:3][C:2]([Br:1])=[N:11][C:10]2=3)[CH2:15][CH2:16]1. The yield is 1.00.